Dataset: NCI-60 drug combinations with 297,098 pairs across 59 cell lines. Task: Regression. Given two drug SMILES strings and cell line genomic features, predict the synergy score measuring deviation from expected non-interaction effect. Drug 1: COC1=CC(=CC(=C1O)OC)C2C3C(COC3=O)C(C4=CC5=C(C=C24)OCO5)OC6C(C(C7C(O6)COC(O7)C8=CC=CS8)O)O. Drug 2: CC1=C(C(=O)C2=C(C1=O)N3CC4C(C3(C2COC(=O)N)OC)N4)N. Cell line: OVCAR3. Synergy scores: CSS=35.9, Synergy_ZIP=0.255, Synergy_Bliss=11.1, Synergy_Loewe=2.79, Synergy_HSA=9.18.